This data is from Rat liver microsome stability data. The task is: Regression/Classification. Given a drug SMILES string, predict its absorption, distribution, metabolism, or excretion properties. Task type varies by dataset: regression for continuous measurements (e.g., permeability, clearance, half-life) or binary classification for categorical outcomes (e.g., BBB penetration, CYP inhibition). Dataset: rlm. (1) The drug is Cc1cn(-c2cc(NC(=O)c3ccc(C)c(Nc4nccc(-c5cccnc5)n4)c3)cc(C(F)(F)F)c2)cn1. The result is 0 (unstable in rat liver microsomes). (2) The drug is CC1=C(C(=O)NCc2ccccc2)C(c2ccccc2Br)NC(Nc2nc3ccccc3o2)=N1. The result is 1 (stable in rat liver microsomes). (3) The molecule is O=C1CCCC2=C1C(c1[nH]ncc1Cl)NC(Nc1nc3ccc(Cl)cc3o1)=N2. The result is 1 (stable in rat liver microsomes). (4) The compound is COc1cc(C(=O)N2CCN(c3cc(Cl)ccc3Cl)CC2)cc(OC)c1OC. The result is 1 (stable in rat liver microsomes).